Predict which catalyst facilitates the given reaction. From a dataset of Catalyst prediction with 721,799 reactions and 888 catalyst types from USPTO. (1) Reactant: [Br:1][CH2:2][CH2:3][C:4]([C:14]1[CH:19]=[CH:18][CH:17]=[CH:16][CH:15]=1)([C:8]1[CH:13]=[CH:12][CH:11]=[CH:10][CH:9]=1)[C:5](O)=[O:6].S(Cl)([Cl:22])=O.CN(C)C=O. Product: [Br:1][CH2:2][CH2:3][C:4]([C:14]1[CH:19]=[CH:18][CH:17]=[CH:16][CH:15]=1)([C:8]1[CH:13]=[CH:12][CH:11]=[CH:10][CH:9]=1)[C:5]([Cl:22])=[O:6]. The catalyst class is: 22. (2) Reactant: O[C:2]1[C:9]([N+:10]([O-:12])=[O:11])=[CH:8][CH:7]=[CH:6][C:3]=1[CH:4]=[O:5].[C:13](=[O:16])([O-])[O-].[K+].[K+].BrC[CH2:21][CH2:22][C:23]1[CH:28]=[CH:27][CH:26]=[CH:25][CH:24]=1.CN(C)C=O. Product: [C:23]1([CH2:22][CH2:21][CH2:13][O:16][C:6]2[CH:7]=[CH:8][C:9]([N+:10]([O-:12])=[O:11])=[CH:2][C:3]=2[CH:4]=[O:5])[CH:28]=[CH:27][CH:26]=[CH:25][CH:24]=1. The catalyst class is: 6. (3) Reactant: [ClH:1].[CH3:2][O:3][CH2:4][C:5]#[N:6].[CH3:7][CH2:8][OH:9]. Product: [ClH:1].[CH2:8]([O:9][C:5](=[NH:6])[CH2:4][O:3][CH3:2])[CH3:7]. The catalyst class is: 27. (4) Reactant: CC(OI1(OC(C)=O)(OC(C)=O)OC(=O)C2C=CC=CC1=2)=O.[Cl:23][C:24]1[CH:25]=[CH:26][C:27]([O:48][CH2:49][CH:50]([CH3:52])[CH3:51])=[C:28]([CH2:30][C:31]2[O:35][C:34]([C:36]3[NH:40][C:39]4[CH:41]=[CH:42][C:43]([CH2:45][CH2:46][OH:47])=[CH:44][C:38]=4[N:37]=3)=[CH:33][CH:32]=2)[CH:29]=1. Product: [Cl:23][C:24]1[CH:25]=[CH:26][C:27]([O:48][CH2:49][CH:50]([CH3:52])[CH3:51])=[C:28]([CH2:30][C:31]2[O:35][C:34]([C:36]3[NH:40][C:39]4[CH:41]=[CH:42][C:43]([CH2:45][CH:46]=[O:47])=[CH:44][C:38]=4[N:37]=3)=[CH:33][CH:32]=2)[CH:29]=1. The catalyst class is: 4. (5) Reactant: [F:1][C:2]1[CH:7]=[CH:6][C:5]([F:8])=[CH:4][C:3]=1[C:9]1[CH2:13][N:12]([C:14]([N:16]([C@H:18]2[CH2:23][CH2:22][N:21]([CH3:24])[CH2:20][C@H:19]2[F:25])[CH3:17])=[O:15])[C@:11]([CH2:32][OH:33])([C:26]2[CH:31]=[CH:30][CH:29]=[CH:28][CH:27]=2)[CH:10]=1.C1C=C(Cl)C=C(C(OO)=[O:42])C=1. Product: [F:1][C:2]1[CH:7]=[CH:6][C:5]([F:8])=[CH:4][C:3]=1[C:9]1[CH2:13][N:12]([C:14]([N:16]([C@H:18]2[CH2:23][CH2:22][N+:21]([CH3:24])([O-:42])[CH2:20][C@H:19]2[F:25])[CH3:17])=[O:15])[C@:11]([CH2:32][OH:33])([C:26]2[CH:27]=[CH:28][CH:29]=[CH:30][CH:31]=2)[CH:10]=1. The catalyst class is: 2.